Dataset: Full USPTO retrosynthesis dataset with 1.9M reactions from patents (1976-2016). Task: Predict the reactants needed to synthesize the given product. Given the product [F:71][Sb-:72]([F:77])([F:76])([F:75])([F:74])[F:73].[CH2:9]([C:13]1[CH:14]=[CH:15][C:16]([N:19]([C:29]2[CH:34]=[CH:33][C:32]([CH:35]=[CH:36][C:37]3[CH:42]=[CH:41][C:40]([N:43]([C:53]4[CH:58]=[CH:57][C:56]([CH2:59][CH2:60][CH2:61][CH3:62])=[CH:55][CH:54]=4)[C:44]4[CH:49]=[CH:48][CH:47]=[C:46]([S+:50]([CH3:52])[CH3:51])[CH:45]=4)=[CH:39][CH:38]=3)=[CH:31][CH:30]=2)[C:20]2[CH:21]=[C:22]([S+:26]([CH3:28])[CH3:27])[CH:23]=[CH:24][CH:25]=2)=[CH:17][CH:18]=1)[CH2:10][CH2:11][CH3:12].[F:71][Sb-:72]([F:77])([F:76])([F:75])([F:74])[F:73], predict the reactants needed to synthesize it. The reactants are: [O-]S(C(F)(F)F)(=O)=O.[CH2:9]([C:13]1[CH:18]=[CH:17][C:16]([N:19]([C:29]2[CH:34]=[CH:33][C:32](/[CH:35]=[CH:36]/[C:37]3[CH:42]=[CH:41][C:40]([N:43]([C:53]4[CH:58]=[CH:57][C:56]([CH2:59][CH2:60][CH2:61][CH3:62])=[CH:55][CH:54]=4)[C:44]4[CH:49]=[CH:48][CH:47]=[C:46]([S+:50]([CH3:52])[CH3:51])[CH:45]=4)=[CH:39][CH:38]=3)=[CH:31][CH:30]=2)[C:20]2[CH:21]=[C:22]([S+:26]([CH3:28])[CH3:27])[CH:23]=[CH:24][CH:25]=2)=[CH:15][CH:14]=1)[CH2:10][CH2:11][CH3:12].[O-]S(C(F)(F)F)(=O)=O.[F:71][Sb-:72]([F:77])([F:76])([F:75])([F:74])[F:73].[Na+].